This data is from Full USPTO retrosynthesis dataset with 1.9M reactions from patents (1976-2016). The task is: Predict the reactants needed to synthesize the given product. The reactants are: [Cl:1][C:2]1[CH:7]=[CH:6][C:5]([C:8]([C:37]2[CH:42]=[CH:41][C:40]([Cl:43])=[CH:39][CH:38]=2)([OH:36])[CH2:9][NH:10][C:11]2[N:19]=[C:18](Cl)[N:17]=[C:16]3[C:12]=2[N:13]=[CH:14][N:15]3[C@@H:21]2[CH2:25][C@H:24]([NH:26][C:27]([CH2:29][O:30][C:31](=[O:33])[CH3:32])=[O:28])[C@@H:23]([OH:34])[C@H:22]2[OH:35])=[CH:4][CH:3]=1.[C:44]([NH:51][C@@H:52]1[CH2:56][CH2:55][NH:54][CH2:53]1)([O:46][C:47]([CH3:50])([CH3:49])[CH3:48])=[O:45].[I-].[Na+]. Given the product [Cl:43][C:40]1[CH:39]=[CH:38][C:37]([C:8]([C:5]2[CH:4]=[CH:3][C:2]([Cl:1])=[CH:7][CH:6]=2)([OH:36])[CH2:9][NH:10][C:11]2[N:19]=[C:18]([N:54]3[CH2:55][CH2:56][C@@H:52]([NH:51][C:44]([O:46][C:47]([CH3:50])([CH3:49])[CH3:48])=[O:45])[CH2:53]3)[N:17]=[C:16]3[C:12]=2[N:13]=[CH:14][N:15]3[C@@H:21]2[CH2:25][C@H:24]([NH:26][C:27]([CH2:29][O:30][C:31](=[O:33])[CH3:32])=[O:28])[C@@H:23]([OH:34])[C@H:22]2[OH:35])=[CH:42][CH:41]=1, predict the reactants needed to synthesize it.